Dataset: TCR-epitope binding with 47,182 pairs between 192 epitopes and 23,139 TCRs. Task: Binary Classification. Given a T-cell receptor sequence (or CDR3 region) and an epitope sequence, predict whether binding occurs between them. (1) The epitope is SSNVANYQK. The TCR CDR3 sequence is CASSSTYSGGTYEQYF. Result: 0 (the TCR does not bind to the epitope). (2) The epitope is QECVRGTTVL. The TCR CDR3 sequence is CASSPISTNQPQHF. Result: 1 (the TCR binds to the epitope).